This data is from Forward reaction prediction with 1.9M reactions from USPTO patents (1976-2016). The task is: Predict the product of the given reaction. (1) The product is: [O:1]=[C:2]1[C:3]([C:4]([O:6][CH2:7][CH3:8])=[O:5])=[C:17]2[CH2:18][CH2:19][CH2:20][CH2:21][N:16]2[N:9]1[C:10]1[CH:15]=[CH:14][CH:13]=[CH:12][CH:11]=1. Given the reactants [O:1]=[C:2]([N:9]([N:16]1[CH2:21][CH2:20][CH2:19][CH2:18][C:17]1=O)[C:10]1[CH:15]=[CH:14][CH:13]=[CH:12][CH:11]=1)[CH2:3][C:4]([O:6][CH2:7][CH3:8])=[O:5], predict the reaction product. (2) Given the reactants [I:1][C:2]1[C:10]2[S:9][C:8]([CH2:11][O:12][CH3:13])=[N:7][C:6]=2[CH:5]=[CH:4][C:3]=1N.N(OC(C)(C)C)=O.O, predict the reaction product. The product is: [I:1][C:2]1[C:10]2[S:9][C:8]([CH2:11][O:12][CH3:13])=[N:7][C:6]=2[CH:5]=[CH:4][CH:3]=1. (3) Given the reactants [Cl:1][C:2]1[C:3]([C:9]2[N:14]=[C:13]([NH:15][CH2:16][CH:17]3[CH2:22][CH2:21][O:20][CH2:19][CH2:18]3)[CH:12]=[N:11][CH:10]=2)=[CH:4][C:5](F)=[N:6][CH:7]=1.CS(C)=O.[NH2:27][C@H:28]1[CH2:33][CH2:32][C@H:31]([OH:34])[CH2:30][CH2:29]1, predict the reaction product. The product is: [Cl:1][C:2]1[C:3]([C:9]2[CH:10]=[N:11][CH:12]=[C:13]([NH:15][CH2:16][CH:17]3[CH2:22][CH2:21][O:20][CH2:19][CH2:18]3)[N:14]=2)=[CH:4][C:5]([NH:27][C@H:28]2[CH2:33][CH2:32][C@H:31]([OH:34])[CH2:30][CH2:29]2)=[N:6][CH:7]=1. (4) Given the reactants [Cl:1][C:2]1[C:7]([N:8]2[CH2:13][CH2:12][N:11]([C:14]([C:16]3[C:17]([C:22]4[CH:27]=[CH:26][CH:25]=[CH:24][C:23]=4[O:28]C)=[N:18][O:19][C:20]=3[CH3:21])=[O:15])[CH2:10][CH2:9]2)=[CH:6][C:5]([NH:30][C:31](=[O:41])[C:32]2[CH:37]=[CH:36][C:35]([N:38]([CH3:40])[CH3:39])=[CH:34][CH:33]=2)=[C:4]([N+:42]([O-:44])=[O:43])[CH:3]=1.B(Br)(Br)Br, predict the reaction product. The product is: [Cl:1][C:2]1[C:7]([N:8]2[CH2:13][CH2:12][N:11]([C:14]([C:16]3[C:17]([C:22]4[CH:27]=[CH:26][CH:25]=[CH:24][C:23]=4[OH:28])=[N:18][O:19][C:20]=3[CH3:21])=[O:15])[CH2:10][CH2:9]2)=[CH:6][C:5]([NH:30][C:31](=[O:41])[C:32]2[CH:37]=[CH:36][C:35]([N:38]([CH3:39])[CH3:40])=[CH:34][CH:33]=2)=[C:4]([N+:42]([O-:44])=[O:43])[CH:3]=1. (5) Given the reactants [F:1][C:2]([F:36])([F:35])[C:3]1[CH:4]=[C:5]([C@H:13]([O:15][C@H:16]2[CH2:25][CH2:24][C:23]3[N:22]=[C:21]([CH2:26][NH2:27])[CH:20]=[CH:19][C:18]=3[C@@H:17]2[C:28]2[CH:33]=[CH:32][C:31]([F:34])=[CH:30][CH:29]=2)[CH3:14])[CH:6]=[C:7]([C:9]([F:12])([F:11])[F:10])[CH:8]=1.[C:37](Cl)(=[O:39])[CH3:38], predict the reaction product. The product is: [F:36][C:2]([F:1])([F:35])[C:3]1[CH:4]=[C:5]([C@H:13]([O:15][C@H:16]2[CH2:25][CH2:24][C:23]3[N:22]=[C:21]([CH2:26][NH:27][C:37](=[O:39])[CH3:38])[CH:20]=[CH:19][C:18]=3[C@@H:17]2[C:28]2[CH:29]=[CH:30][C:31]([F:34])=[CH:32][CH:33]=2)[CH3:14])[CH:6]=[C:7]([C:9]([F:10])([F:11])[F:12])[CH:8]=1. (6) Given the reactants [S:1]1[C:5]2[CH:6]=[CH:7][CH:8]=[CH:9][C:4]=2[N:3]=[C:2]1[NH:10][NH2:11].C([O:14][C:15](=O)[CH2:16][C:17]([C:19]1[S:23][C:22]2[CH:24]=[CH:25][CH:26]=[CH:27][C:21]=2[CH:20]=1)=O)C, predict the reaction product. The product is: [S:23]1[C:19]([C:17]2[NH:11][N:10]([C:2]3[S:1][C:5]4[CH:6]=[CH:7][CH:8]=[CH:9][C:4]=4[N:3]=3)[C:15](=[O:14])[CH:16]=2)=[CH:20][C:21]2[CH:27]=[CH:26][CH:25]=[CH:24][C:22]1=2.